From a dataset of Forward reaction prediction with 1.9M reactions from USPTO patents (1976-2016). Predict the product of the given reaction. (1) Given the reactants C1([Mg]Cl)C=CC=CC=1.[N+:9]([C:12]1[CH:17]=[CH:16][CH:15]=[CH:14][C:13]=1I)([O-:11])=[O:10].[C:19]1(=[O:25])[CH2:24][CH2:23][CH2:22][CH2:21][CH2:20]1.[Cl-].[NH4+], predict the reaction product. The product is: [N+:9]([C:12]1[CH:17]=[CH:16][CH:15]=[CH:14][C:13]=1[C:19]1([OH:25])[CH2:24][CH2:23][CH2:22][CH2:21][CH2:20]1)([O-:11])=[O:10]. (2) Given the reactants [Cl:1][C:2]1[C:3]([C:10]([OH:12])=O)=[N:4][C:5]([S:8][CH3:9])=[N:6][CH:7]=1.S(Cl)([Cl:15])=O, predict the reaction product. The product is: [Cl:1][C:2]1[C:3]([C:10]([Cl:15])=[O:12])=[N:4][C:5]([S:8][CH3:9])=[N:6][CH:7]=1. (3) Given the reactants [F:1][C:2]([F:22])([F:21])[C:3]1[CH:8]=[CH:7][C:6]([N:9]2[CH:13]=[N:12][C:11]([C:14]3[CH:20]=[CH:19][C:17]([NH2:18])=[CH:16][CH:15]=3)=[N:10]2)=[CH:5][CH:4]=1.[C:23](Cl)(=[O:34])[O:24][C:25]1[CH:30]=[CH:29][C:28]([N+:31]([O-:33])=[O:32])=[CH:27][CH:26]=1, predict the reaction product. The product is: [F:22][C:2]([F:1])([F:21])[C:3]1[CH:4]=[CH:5][C:6]([N:9]2[CH:13]=[N:12][C:11]([C:14]3[CH:20]=[CH:19][C:17]([NH:18][C:23](=[O:34])[O:24][C:25]4[CH:26]=[CH:27][C:28]([N+:31]([O-:33])=[O:32])=[CH:29][CH:30]=4)=[CH:16][CH:15]=3)=[N:10]2)=[CH:7][CH:8]=1. (4) Given the reactants [H-].[Na+].CN(C)C=O.[F:8][C:9]1[CH:10]=[CH:11][C:12]([NH:15][S:16]([C:19]2[CH:24]=[CH:23][C:22]([CH3:25])=[CH:21][CH:20]=2)(=[O:18])=[O:17])=[N:13][CH:14]=1.I[CH2:27][C:28]([NH2:30])=[O:29], predict the reaction product. The product is: [F:8][C:9]1[CH:10]=[CH:11][C:12](=[N:15][S:16]([C:19]2[CH:24]=[CH:23][C:22]([CH3:25])=[CH:21][CH:20]=2)(=[O:18])=[O:17])[N:13]([CH2:27][C:28]([NH2:30])=[O:29])[CH:14]=1. (5) Given the reactants [C:1]([O:5][C:6]([NH:8][C:9]1[C:10]([NH:15][C:16](=[O:32])[CH2:17][C@H:18]([NH:21][C:22](=[O:31])[O:23][CH2:24][C:25]2[CH:30]=[CH:29][CH:28]=[CH:27][CH:26]=2)[CH2:19]O)=[N:11][N:12]([CH3:14])[CH:13]=1)=[O:7])([CH3:4])([CH3:3])[CH3:2].C(P(CCCC)CCCC)CCC.C1(C)C=CC=CC=1.C1(C)C=CC=CC=1.N(C(OCC)=O)=NC(OCC)=O, predict the reaction product. The product is: [C:1]([O:5][C:6]([NH:8][C:9]1[C:10]([N:15]2[C:16](=[O:32])[CH2:17][C@H:18]([NH:21][C:22](=[O:31])[O:23][CH2:24][C:25]3[CH:30]=[CH:29][CH:28]=[CH:27][CH:26]=3)[CH2:19]2)=[N:11][N:12]([CH3:14])[CH:13]=1)=[O:7])([CH3:4])([CH3:2])[CH3:3]. (6) Given the reactants [H-].[Na+].[CH3:3][C:4]([C:6]1[CH:11]=[CH:10][C:9]([F:12])=[CH:8][C:7]=1[Cl:13])=[O:5].[C:14](OCC)(=[O:16])[CH3:15], predict the reaction product. The product is: [Cl:13][C:7]1[CH:8]=[C:9]([F:12])[CH:10]=[CH:11][C:6]=1[C:4](=[O:5])[CH2:3][C:14](=[O:16])[CH3:15]. (7) The product is: [CH3:28][O:29][CH2:2][C:3]1[O:4][C:5]2[CH:11]=[C:10]([C:12]([OH:13])=[O:31])[CH:9]=[C:8]([O:17][C:18]3[CH:19]=[CH:20][C:21]([S:24]([CH3:27])(=[O:26])=[O:25])=[CH:22][CH:23]=3)[C:6]=2[CH:7]=1. Given the reactants Br[CH2:2][C:3]1[O:4][C:5]2[CH:11]=[C:10]([C:12](OCC)=[O:13])[CH:9]=[C:8]([O:17][C:18]3[CH:23]=[CH:22][C:21]([S:24]([CH3:27])(=[O:26])=[O:25])=[CH:20][CH:19]=3)[C:6]=2[CH:7]=1.[CH3:28][O-:29].[Na+].[OH2:31].Cl, predict the reaction product. (8) Given the reactants [C:1]1([C:7]2[NH:11][CH:10]=[C:9]([CH:12]=[O:13])[CH:8]=2)[CH:6]=[CH:5][CH:4]=[CH:3][CH:2]=1.[H-].[Na+].C1OCCOCCOCCOCCOC1.[F:31][C:32]([F:47])([F:46])[S:33]([C:36]1[CH:41]=[CH:40][C:39]([S:42](Cl)(=[O:44])=[O:43])=[CH:38][CH:37]=1)(=[O:35])=[O:34], predict the reaction product. The product is: [C:1]1([C:7]2[N:11]([S:42]([C:39]3[CH:38]=[CH:37][C:36]([S:33]([C:32]([F:47])([F:31])[F:46])(=[O:35])=[O:34])=[CH:41][CH:40]=3)(=[O:44])=[O:43])[CH:10]=[C:9]([CH:12]=[O:13])[CH:8]=2)[CH:6]=[CH:5][CH:4]=[CH:3][CH:2]=1. (9) Given the reactants Br[C:2]1[CH:7]=[CH:6][C:5]([NH:8][S:9]([C:12]2[S:16][C:15]3[CH:17]=[CH:18][C:19]([F:21])=[CH:20][C:14]=3[C:13]=2[CH3:22])(=[O:11])=[O:10])=[C:4]([CH2:23][S:24][CH3:25])[CH:3]=1.[N:26]1[CH:31]=[CH:30][C:29](B(O)O)=[CH:28][CH:27]=1, predict the reaction product. The product is: [CH3:25][S:24][CH2:23][C:4]1[CH:3]=[C:2]([C:29]2[CH:30]=[CH:31][N:26]=[CH:27][CH:28]=2)[CH:7]=[CH:6][C:5]=1[NH:8][S:9]([C:12]1[S:16][C:15]2[CH:17]=[CH:18][C:19]([F:21])=[CH:20][C:14]=2[C:13]=1[CH3:22])(=[O:11])=[O:10]. (10) Given the reactants C[O:2][C:3](=O)[CH2:4][C:5]1[CH:6]=[C:7]2[C:12](=[CH:13][CH:14]=1)[N:11]=[CH:10][N:9]([CH2:15][C:16]1[CH:21]=[CH:20][C:19]([O:22][CH3:23])=[CH:18][CH:17]=1)[C:8]2=[O:24].[NH2:26][NH2:27], predict the reaction product. The product is: [CH3:23][O:22][C:19]1[CH:18]=[CH:17][C:16]([CH2:15][N:9]2[C:8](=[O:24])[C:7]3[C:12](=[CH:13][CH:14]=[C:5]([CH2:4][C:3]([NH:26][NH2:27])=[O:2])[CH:6]=3)[N:11]=[CH:10]2)=[CH:21][CH:20]=1.